Dataset: Full USPTO retrosynthesis dataset with 1.9M reactions from patents (1976-2016). Task: Predict the reactants needed to synthesize the given product. (1) Given the product [CH3:12][C:11]1[NH:1][C:4]2[C:5]([CH:10]=1)=[CH:6][CH:7]=[CH:8][CH:9]=2, predict the reactants needed to synthesize it. The reactants are: [N+:1]([C:4]1[CH:9]=[CH:8][CH:7]=[CH:6][C:5]=1[CH2:10][C:11](=O)[CH3:12])([O-])=O.C([O-])(=O)C.[Na+]. (2) Given the product [CH2:27]([O:29][CH:30]([O:33][CH2:34][CH3:35])[C:31]#[C:32][C:3](=[N:4][C:5]([C:18]1[CH:23]=[CH:22][CH:21]=[CH:20][CH:19]=1)([C:12]1[CH:17]=[CH:16][CH:15]=[CH:14][CH:13]=1)[C:6]1[CH:11]=[CH:10][CH:9]=[CH:8][CH:7]=1)[C:2]([F:26])([F:25])[F:1])[CH3:28], predict the reactants needed to synthesize it. The reactants are: [F:1][C:2]([F:26])([F:25])[C:3](Cl)=[N:4][C:5]([C:18]1[CH:23]=[CH:22][CH:21]=[CH:20][CH:19]=1)([C:12]1[CH:17]=[CH:16][CH:15]=[CH:14][CH:13]=1)[C:6]1[CH:11]=[CH:10][CH:9]=[CH:8][CH:7]=1.[CH2:27]([O:29][CH:30]([O:33][CH2:34][CH3:35])[C:31]#[CH:32])[CH3:28].P([O-])([O-])([O-])=O.[K+].[K+].[K+].[I-].[K+]. (3) The reactants are: [F:1][C:2]1[CH:7]=[CH:6][C:5]([SH:8])=[CH:4][CH:3]=1.Cl[C:10]1[CH:15]=[CH:14][CH:13]=[CH:12][C:11]=1[N+:16]([O-:18])=[O:17].[H-].[Na+]. Given the product [N+:16]([C:11]1[CH:12]=[CH:13][CH:14]=[CH:15][C:10]=1[S:8][C:5]1[CH:6]=[CH:7][C:2]([F:1])=[CH:3][CH:4]=1)([O-:18])=[O:17], predict the reactants needed to synthesize it. (4) Given the product [N:14]1([C:2]2[CH:3]=[N:4][C:5]([N:8]3[CH2:13][CH2:12][O:11][CH2:10][CH2:9]3)=[N:6][CH:7]=2)[CH2:19][CH2:18][NH:17][CH2:16][CH2:15]1, predict the reactants needed to synthesize it. The reactants are: Br[C:2]1[CH:3]=[N:4][C:5]([N:8]2[CH2:13][CH2:12][O:11][CH2:10][CH2:9]2)=[N:6][CH:7]=1.[N:14]1(C(OC(C)(C)C)=O)[CH2:19][CH2:18][NH:17][CH2:16][CH2:15]1.C1C=CC(P(C2C(C3C(P(C4C=CC=CC=4)C4C=CC=CC=4)=CC=C4C=3C=CC=C4)=C3C(C=CC=C3)=CC=2)C2C=CC=CC=2)=CC=1.CC(C)([O-])C.[K+].Cl.O1CCOCC1. (5) Given the product [CH3:12][O:13][C:14](=[O:24])[CH2:15][C:16]1[CH:21]=[CH:20][CH:19]=[C:18]([CH2:22][N:7]([C:32]([O:35][C:29]([CH3:28])([CH3:30])[CH3:47])=[O:34])[CH2:6][CH2:5][C:4]2[CH:8]=[CH:9][CH:10]=[CH:11][C:3]=2[OH:2])[CH:17]=1, predict the reactants needed to synthesize it. The reactants are: Br.[OH:2][C:3]1[CH:11]=[CH:10][CH:9]=[CH:8][C:4]=1[CH2:5][CH2:6][NH2:7].[CH3:12][O:13][C:14](=[O:24])[CH2:15][C:16]1[CH:21]=[CH:20][CH:19]=[C:18]([CH:22]=O)[CH:17]=1.CN1[CH2:30][CH2:29][CH2:28]C1=O.[C:32]([O:35][BH-](OC(=O)C)OC(=O)C)(=[O:34])C.[Na+].Cl[CH2:47]Cl. (6) Given the product [CH3:14][N:15]([C:16]1[CH:17]=[N:18][CH:19]=[CH:20][C:21]=1[C:22]1[CH:27]=[CH:26][CH:25]=[CH:24][C:23]=1[CH3:28])[C:7](=[O:9])[C:6]1[CH:5]=[CH:4][C:3]([C:2]([F:1])([F:13])[F:12])=[CH:11][CH:10]=1, predict the reactants needed to synthesize it. The reactants are: [F:1][C:2]([F:13])([F:12])[C:3]1[CH:11]=[CH:10][C:6]([C:7]([OH:9])=O)=[CH:5][CH:4]=1.[CH3:14][NH:15][C:16]1[CH:17]=[N:18][CH:19]=[CH:20][C:21]=1[C:22]1[CH:27]=[CH:26][CH:25]=[CH:24][C:23]=1[CH3:28].F[B-](F)(F)F.BrC1C=CC=C[N+]=1CC.CCN(C(C)C)C(C)C.C(O)(=O)CC(CC(O)=O)(C(O)=O)O.